Task: Predict the reaction yield, written as a fraction of the theoretical maximum amount of product (1.0 means a 100% yield; for example, 0.34 means a 34% yield).. Dataset: Reaction yield outcomes from USPTO patents with 853,638 reactions (1) The reactants are [CH:1]([C:3]1[CH:11]=[C:7]([C:8]([OH:10])=[O:9])[C:6]([OH:12])=[CH:5][CH:4]=1)=[O:2].[CH2:13](Br)[C:14]1[CH:19]=[CH:18][CH:17]=[CH:16][CH:15]=1.C(=O)([O-])[O-].[K+].[K+]. The catalyst is C(C(C)=O)C. The product is [CH2:13]([O:9][C:8](=[O:10])[C:7]1[CH:11]=[C:3]([CH:1]=[O:2])[CH:4]=[CH:5][C:6]=1[O:12][CH2:1][C:3]1[CH:11]=[CH:7][CH:6]=[CH:5][CH:4]=1)[C:14]1[CH:19]=[CH:18][CH:17]=[CH:16][CH:15]=1. The yield is 0.575. (2) The reactants are [CH3:1][O:2][C:3](=[O:20])[C:4]1[CH:9]=[CH:8][CH:7]=[CH:6][C:5]=1[N:10]1[C:14]2[CH:15]=[CH:16][CH:17]=[CH:18][C:13]=2[NH:12][C:11]1=[O:19].[I-].[CH3:22][N:23]1[C:31]2[C:26](=[C:27]([CH3:32])[CH:28]=[CH:29][CH:30]=2)[C:25]([CH2:33][N+](C)(C)C)=[CH:24]1.C([O-])([O-])=O.[K+].[K+].O. The catalyst is CN(C=O)C. The product is [CH3:1][O:2][C:3](=[O:20])[C:4]1[CH:9]=[CH:8][CH:7]=[CH:6][C:5]=1[N:10]1[C:14]2[CH:15]=[CH:16][CH:17]=[CH:18][C:13]=2[N:12]([CH2:33][C:25]2[C:26]3[C:31](=[CH:30][CH:29]=[CH:28][C:27]=3[CH3:32])[N:23]([CH3:22])[CH:24]=2)[C:11]1=[O:19]. The yield is 0.860. (3) The reactants are [NH2:1][C:2]1[CH:9]=[CH:8][C:5]([C:6]#[N:7])=[CH:4][CH:3]=1.C(N(CC)CC)C.FC(F)(F)S(O[Si:23]([CH3:26])([CH3:25])[CH3:24])(=O)=O. The catalyst is C1(C)C=CC=CC=1. The product is [CH3:24][Si:23]([N:1]([Si:23]([CH3:26])([CH3:25])[CH3:24])[C:2]1[CH:9]=[CH:8][C:5]([C:6]#[N:7])=[CH:4][CH:3]=1)([CH3:26])[CH3:25]. The yield is 0.950.